Dataset: Forward reaction prediction with 1.9M reactions from USPTO patents (1976-2016). Task: Predict the product of the given reaction. The product is: [CH2:48]([N:43]([CH2:44][CH2:45][CH2:46][CH3:47])[C:42]([C:3]1[C:2]([Cl:1])=[C:6]([CH3:7])[N:5]([C:8]2[CH:16]=[CH:15][C:14]([C:17](=[O:41])[NH:18][S:19]([C:22]3[CH:31]=[CH:30][C:29]4[C:24](=[C:25]([O:32][CH2:33][CH2:34][N:35]5[CH2:40][CH2:39][O:38][CH2:37][CH2:36]5)[CH:26]=[CH:27][CH:28]=4)[CH:23]=3)(=[O:21])=[O:20])=[CH:13][C:9]=2[C:10]([N:54]2[C@H:55]([CH2:63][N:64]3[CH2:69][CH2:68][O:67][CH2:66][CH2:65]3)[CH2:56][C:57]3[C:62](=[CH:61][CH:60]=[CH:59][CH:58]=3)[CH2:53]2)=[O:11])[N:4]=1)=[O:52])[CH2:49][CH2:50][CH3:51]. Given the reactants [Cl:1][C:2]1[C:3]([C:42](=[O:52])[N:43]([CH2:48][CH2:49][CH2:50][CH3:51])[CH2:44][CH2:45][CH2:46][CH3:47])=[N:4][N:5]([C:8]2[CH:16]=[CH:15][C:14]([C:17](=[O:41])[NH:18][S:19]([C:22]3[CH:31]=[CH:30][C:29]4[C:24](=[C:25]([O:32][CH2:33][CH2:34][N:35]5[CH2:40][CH2:39][O:38][CH2:37][CH2:36]5)[CH:26]=[CH:27][CH:28]=4)[CH:23]=3)(=[O:21])=[O:20])=[CH:13][C:9]=2[C:10](O)=[O:11])[C:6]=1[CH3:7].[CH2:53]1[C:62]2[C:57](=[CH:58][CH:59]=[CH:60][CH:61]=2)[CH2:56][C@@H:55]([CH2:63][N:64]2[CH2:69][CH2:68][O:67][CH2:66][CH2:65]2)[NH:54]1, predict the reaction product.